This data is from Peptide-MHC class I binding affinity with 185,985 pairs from IEDB/IMGT. The task is: Regression. Given a peptide amino acid sequence and an MHC pseudo amino acid sequence, predict their binding affinity value. This is MHC class I binding data. (1) The peptide sequence is IWFFTLIDIW. The MHC is Mamu-B01 with pseudo-sequence Mamu-B01. The binding affinity (normalized) is 0. (2) The MHC is HLA-A33:01 with pseudo-sequence HLA-A33:01. The peptide sequence is PCPLPHRLDR. The binding affinity (normalized) is 0.0765. (3) The peptide sequence is YADHGANQL. The MHC is HLA-B08:02 with pseudo-sequence HLA-B08:02. The binding affinity (normalized) is 0.0847. (4) The peptide sequence is EGFLKAAMF. The MHC is HLA-B44:02 with pseudo-sequence HLA-B44:02. The binding affinity (normalized) is 0.0847. (5) The peptide sequence is NPNSPSITY. The MHC is HLA-A02:01 with pseudo-sequence HLA-A02:01. The binding affinity (normalized) is 0.0847. (6) The peptide sequence is ELRELNDRL. The MHC is HLA-A02:02 with pseudo-sequence HLA-A02:02. The binding affinity (normalized) is 0.413.